Dataset: Forward reaction prediction with 1.9M reactions from USPTO patents (1976-2016). Task: Predict the product of the given reaction. (1) Given the reactants [NH2:1][C:2]1[CH:7]=[CH:6][C:5]([OH:8])=[C:4]([F:9])[CH:3]=1.CC(C)([O-])C.[K+].[C:16]([O:20][C:21](=[O:44])[N:22]([CH2:27][C:28]1[CH:29]=[N:30][C:31]([C:34]2[S:42][C:41]3[C:36](=[N:37][CH:38]=[CH:39][C:40]=3Cl)[CH:35]=2)=[CH:32][CH:33]=1)[CH2:23][CH2:24][O:25][CH3:26])([CH3:19])([CH3:18])[CH3:17], predict the reaction product. The product is: [C:16]([O:20][C:21](=[O:44])[N:22]([CH2:27][C:28]1[CH:29]=[N:30][C:31]([C:34]2[S:42][C:41]3[C:36](=[N:37][CH:38]=[CH:39][C:40]=3[O:8][C:5]3[CH:6]=[CH:7][C:2]([NH2:1])=[CH:3][C:4]=3[F:9])[CH:35]=2)=[CH:32][CH:33]=1)[CH2:23][CH2:24][O:25][CH3:26])([CH3:19])([CH3:17])[CH3:18]. (2) Given the reactants O[CH2:2][CH2:3][CH2:4][O:5][CH2:6][C@H:7]([NH:9]S(C1C=CC=CC=1[N+]([O-])=O)(=O)=O)[CH3:8].C1(P(C2C=CC=CC=2)C2C=CC=CC=2)C=CC=CC=1.N(C(OCC)=O)=NC(OCC)=O.C1(C)C=CC=CC=1.C(O)(=O)CS.O.[OH-].[Li+].[OH-].[Na+].[C:70](O[C:70]([O:72][C:73]([CH3:76])([CH3:75])[CH3:74])=[O:71])([O:72][C:73]([CH3:76])([CH3:75])[CH3:74])=[O:71], predict the reaction product. The product is: [C:73]([O:72][C:70]([N:9]1[CH2:2][CH2:3][CH2:4][O:5][CH2:6][C@H:7]1[CH3:8])=[O:71])([CH3:76])([CH3:75])[CH3:74]. (3) Given the reactants [C:1]([N:5]1[C:9]([C:10]2[CH:15]=[CH:14][C:13]([F:16])=[CH:12][CH:11]=2)=[C:8]([C:17]2[S:18][CH:19]=[C:20]([CH2:22][C:23](O)=[O:24])[N:21]=2)[CH:7]=[N:6]1)([CH3:4])([CH3:3])[CH3:2].[OH-:26].[Na+].[CH2:28]([OH:30])[CH3:29], predict the reaction product. The product is: [C:1]([N:5]1[C:9]([C:10]2[CH:15]=[CH:14][C:13]([F:16])=[CH:12][CH:11]=2)=[C:8]([C:17]2[S:18][CH:19]=[C:20]([CH2:22][C:23]([N:5]3[CH2:9][CH2:8][CH:29]([C:28]([OH:26])=[O:30])[CH2:2][CH2:1]3)=[O:24])[N:21]=2)[CH:7]=[N:6]1)([CH3:2])([CH3:3])[CH3:4]. (4) Given the reactants [CH:1]1([CH2:7][CH2:8][CH2:9][O:10][C:11]2[CH:16]=[CH:15][C:14]([CH2:17][CH2:18][CH2:19][O:20][C:21]3[CH:31]=[CH:30][C:24]([C:25]([O:27]CC)=[O:26])=[CH:23][C:22]=3[CH2:32][C:33]([NH:35][C@H:36]3[CH2:40][CH2:39][C@@H:38]([C:41]([O:43]C)=[O:42])[CH2:37]3)=[O:34])=[CH:13][CH:12]=2)[CH2:6][CH2:5][CH2:4][CH2:3][CH2:2]1.[OH-].[Na+], predict the reaction product. The product is: [C:41]([C@@H:38]1[CH2:39][CH2:40][C@H:36]([NH:35][C:33](=[O:34])[CH2:32][C:22]2[CH:23]=[C:24]([CH:30]=[CH:31][C:21]=2[O:20][CH2:19][CH2:18][CH2:17][C:14]2[CH:15]=[CH:16][C:11]([O:10][CH2:9][CH2:8][CH2:7][CH:1]3[CH2:6][CH2:5][CH2:4][CH2:3][CH2:2]3)=[CH:12][CH:13]=2)[C:25]([OH:27])=[O:26])[CH2:37]1)([OH:43])=[O:42]. (5) Given the reactants [CH3:1][O:2][C:3]1[CH:8]=[C:7]([N:9]2[CH2:14][CH2:13][CH:12]([N:15]3[CH2:20][CH2:19][O:18][CH2:17][CH2:16]3)[CH2:11][CH2:10]2)[CH:6]=[CH:5][C:4]=1[NH2:21].CS([C:25]1[N:30]=[CH:29][C:28]2=[CH:31][CH:32]=[C:33]([N:34]3[CH:38]=[CH:37][CH:36]=[N:35]3)[N:27]2[N:26]=1)=O.C(N(CC)C(C)C)(C)C.COCC(O)C, predict the reaction product. The product is: [CH3:1][O:2][C:3]1[CH:8]=[C:7]([N:9]2[CH2:14][CH2:13][CH:12]([N:15]3[CH2:20][CH2:19][O:18][CH2:17][CH2:16]3)[CH2:11][CH2:10]2)[CH:6]=[CH:5][C:4]=1[NH:21][C:25]1[N:30]=[CH:29][C:28]2=[CH:31][CH:32]=[C:33]([N:34]3[CH:38]=[CH:37][CH:36]=[N:35]3)[N:27]2[N:26]=1.